From a dataset of Reaction yield outcomes from USPTO patents with 853,638 reactions. Predict the reaction yield, written as a fraction of the theoretical maximum amount of product (1.0 means a 100% yield; for example, 0.34 means a 34% yield). (1) The reactants are C(OC(=O)[N:7]([CH:34]1[CH2:36][CH2:35]1)[CH2:8][C:9]1[CH:14]=[CH:13][C:12]([C:15]([N:17]2[CH2:23][CH2:22][CH2:21][N:20]([CH:24]3[CH2:26][CH2:25]3)[CH2:19][CH2:18]2)=[O:16])=[CH:11][C:10]=1[O:27][C:28]1[CH:29]=[N:30][CH:31]=[CH:32][CH:33]=1)(C)(C)C.C(O)(C(F)(F)F)=O. The yield is 0.660. The catalyst is C(Cl)Cl. The product is [CH:34]1([NH:7][CH2:8][C:9]2[CH:14]=[CH:13][C:12]([C:15]([N:17]3[CH2:23][CH2:22][CH2:21][N:20]([CH:24]4[CH2:25][CH2:26]4)[CH2:19][CH2:18]3)=[O:16])=[CH:11][C:10]=2[O:27][C:28]2[CH:29]=[N:30][CH:31]=[CH:32][CH:33]=2)[CH2:35][CH2:36]1. (2) The reactants are [Br:1][C:2]1[CH:3]=[CH:4][C:5]2[S:9][C:8](SC)=[N:7][C:6]=2[CH:12]=1.[CH:13]([N:16]1[CH2:21][CH2:20][NH:19][CH2:18][CH2:17]1)([CH3:15])[CH3:14].N1C=CC=CC=1. No catalyst specified. The product is [Br:1][C:2]1[CH:3]=[CH:4][C:5]2[S:9][C:8]([N:19]3[CH2:20][CH2:21][N:16]([CH:13]([CH3:15])[CH3:14])[CH2:17][CH2:18]3)=[N:7][C:6]=2[CH:12]=1. The yield is 0.770.